This data is from Full USPTO retrosynthesis dataset with 1.9M reactions from patents (1976-2016). The task is: Predict the reactants needed to synthesize the given product. (1) Given the product [CH:19]12[N:24]([C:25]([O:27][C:28]([CH3:29])([CH3:30])[CH3:31])=[O:26])[CH:22]([CH2:21][CH2:20]1)[CH2:23][CH:17]=[C:18]2[C:32]([O:34][CH3:35])=[O:33], predict the reactants needed to synthesize it. The reactants are: N12CCCN=C1CCCCC2.CS(O[CH:17]1[CH2:23][CH:22]2[N:24]([C:25]([O:27][C:28]([CH3:31])([CH3:30])[CH3:29])=[O:26])[CH:19]([CH2:20][CH2:21]2)[CH:18]1[C:32]([O:34][CH3:35])=[O:33])(=O)=O. (2) Given the product [F:1][C:2]1[CH:23]=[CH:22][CH:21]=[C:20]([F:24])[C:3]=1[CH2:4][O:5][C:6]1[C:7]2[N:8]([C:12]([C:16]3[O:17][C:30](=[O:31])[NH:19][N:18]=3)=[C:13]([CH3:15])[N:14]=2)[CH:9]=[CH:10][CH:11]=1, predict the reactants needed to synthesize it. The reactants are: [F:1][C:2]1[CH:23]=[CH:22][CH:21]=[C:20]([F:24])[C:3]=1[CH2:4][O:5][C:6]1[C:7]2[N:8]([C:12]([C:16]([NH:18][NH2:19])=[O:17])=[C:13]([CH3:15])[N:14]=2)[CH:9]=[CH:10][CH:11]=1.N1([C:30](N2C=CN=C2)=[O:31])C=CN=C1.O. (3) Given the product [Cl:32][C:33]1[CH:42]=[C:41]2[C:36]([C:37]([N:43]3[CH2:48][CH2:47][N:46]([C:11]([NH:9][CH:3]4[CH2:4][CH2:5][CH2:6][CH:7]([CH3:8])[CH:2]4[CH3:1])=[O:12])[CH2:45][CH2:44]3)=[CH:38][CH:39]=[N:40]2)=[CH:35][CH:34]=1, predict the reactants needed to synthesize it. The reactants are: [CH3:1][CH:2]1[CH:7]([CH3:8])[CH2:6][CH2:5][CH2:4][CH:3]1[NH2:9].Cl[C:11](OC1C=CC([N+]([O-])=O)=CC=1)=[O:12].C(N(C(C)C)CC)(C)C.[Cl:32][C:33]1[CH:42]=[C:41]2[C:36]([C:37]([N:43]3[CH2:48][CH2:47][NH:46][CH2:45][CH2:44]3)=[CH:38][CH:39]=[N:40]2)=[CH:35][CH:34]=1. (4) Given the product [CH:37]1([CH2:36][CH2:35][N:34]2[C:33]3[CH:32]=[CH:31][C:25]([C:26]([OH:28])=[O:27])=[CH:24][C:23]=3[N:22]=[C:55]2[C:51]2[CH:52]=[CH:53][C:54]3[N:42]([CH2:40][CH3:41])[C:43]4[C:48]([C:49]=3[CH:50]=2)=[CH:47][CH:46]=[CH:45][CH:44]=4)[CH2:38][CH2:39]1, predict the reactants needed to synthesize it. The reactants are: ClC1C=CC(C(OCC)=O)=CC=1[N+]([O-])=O.C1(CCN)CC1.[NH2:22][C:23]1[CH:24]=[C:25]([CH:31]=[CH:32][C:33]=1[NH:34][CH2:35][CH2:36][CH:37]1[CH2:39][CH2:38]1)[C:26]([O:28]CC)=[O:27].[CH2:40]([N:42]1[C:54]2[CH:53]=[CH:52][C:51]([CH:55]=O)=[CH:50][C:49]=2[C:48]2[C:43]1=[CH:44][CH:45]=[CH:46][CH:47]=2)[CH3:41]. (5) Given the product [CH2:6]([O:13][C:14]1[CH:15]=[C:16]([CH:17]=[C:18]2[O:19][CH2:20][CH2:21][O:22][C:23]=12)[CH2:24][Br:5])[C:7]1[CH:12]=[CH:11][CH:10]=[CH:9][CH:8]=1, predict the reactants needed to synthesize it. The reactants are: C[Si]([Br:5])(C)C.[CH2:6]([O:13][C:14]1[C:23]2[O:22][CH2:21][CH2:20][O:19][C:18]=2[CH:17]=[C:16]([CH2:24]O)[CH:15]=1)[C:7]1[CH:12]=[CH:11][CH:10]=[CH:9][CH:8]=1.